This data is from Catalyst prediction with 721,799 reactions and 888 catalyst types from USPTO. The task is: Predict which catalyst facilitates the given reaction. (1) Reactant: [C:1](Cl)(=[O:3])[CH3:2].[CH:5]([N:7]([CH2:26][CH2:27][C:28]1[CH:33]=[CH:32][CH:31]=[CH:30][N:29]=1)[C:8]1[CH:13]=[CH:12][C:11]([NH:14][C:15](=[O:25])[C:16]2[CH:21]=[CH:20][C:19]([CH3:22])=[CH:18][C:17]=2[NH:23][CH3:24])=[CH:10][CH:9]=1)=[O:6].C(N(CC)CC)C.C(=O)([O-])O.[Na+]. Product: [C:1]([N:23]([CH3:24])[C:17]1[CH:18]=[C:19]([CH3:22])[CH:20]=[CH:21][C:16]=1[C:15]([NH:14][C:11]1[CH:10]=[CH:9][C:8]([N:7]([CH:5]=[O:6])[CH2:26][CH2:27][C:28]2[CH:33]=[CH:32][CH:31]=[CH:30][N:29]=2)=[CH:13][CH:12]=1)=[O:25])(=[O:3])[CH3:2]. The catalyst class is: 54. (2) Reactant: [CH:1]1[C:13]2[CH:12]([CH2:14][O:15][C:16]([N:18]3[CH2:23][C@H:22]([NH:24][C:25]([O:27][C:28]([CH3:31])([CH3:30])[CH3:29])=[O:26])[CH2:21][C@@H:20]([C:32](O)=[O:33])[CH2:19]3)=[O:17])[C:11]3[C:6](=[CH:7][CH:8]=[CH:9][CH:10]=3)[C:5]=2[CH:4]=[CH:3][CH:2]=1.[CH:35]1([NH:38][CH2:39][C:40]2[CH:45]=[CH:44][CH:43]=[C:42]([Cl:46])[C:41]=2[Cl:47])[CH2:37][CH2:36]1.C(N(C(C)C)C(C)C)C.CCCP(=O)=O. Product: [CH:10]1[C:11]2[CH:12]([CH2:14][O:15][C:16]([N:18]3[CH2:19][C@H:20]([C:32](=[O:33])[N:38]([CH:35]4[CH2:36][CH2:37]4)[CH2:39][C:40]4[CH:45]=[CH:44][CH:43]=[C:42]([Cl:46])[C:41]=4[Cl:47])[CH2:21][C@@H:22]([NH:24][C:25]([O:27][C:28]([CH3:31])([CH3:30])[CH3:29])=[O:26])[CH2:23]3)=[O:17])[C:13]3[C:5](=[CH:4][CH:3]=[CH:2][CH:1]=3)[C:6]=2[CH:7]=[CH:8][CH:9]=1. The catalyst class is: 44.